From a dataset of Catalyst prediction with 721,799 reactions and 888 catalyst types from USPTO. Predict which catalyst facilitates the given reaction. (1) Reactant: [Cl:1][C:2]1[CH:7]=[C:6]([Cl:8])[CH:5]=[C:4]([CH3:9])[C:3]=1[OH:10].C(=O)([O-])[O-].[Cs+].[Cs+].[Cl:17][C:18]1[CH:19]=[C:20]([C:25]2[CH:37]=[CH:36][C:28]([C:29]([NH:31][S:32]([CH3:35])(=[O:34])=[O:33])=[O:30])=[CH:27][C:26]=2[O:38][CH3:39])[CH:21]=[N:22][C:23]=1F. Product: [Cl:17][C:18]1[CH:19]=[C:20]([C:25]2[CH:37]=[CH:36][C:28]([C:29]([NH:31][S:32]([CH3:35])(=[O:34])=[O:33])=[O:30])=[CH:27][C:26]=2[O:38][CH3:39])[CH:21]=[N:22][C:23]=1[O:10][C:3]1[C:4]([CH3:9])=[CH:5][C:6]([Cl:8])=[CH:7][C:2]=1[Cl:1]. The catalyst class is: 16. (2) Reactant: [CH:1]1[C:10]2[C:5](=[CH:6][CH:7]=[CH:8][CH:9]=2)[CH:4]=[CH:3][C:2]=1[C:11]1[C:24]2[CH:23]=[C:22]3[C:25]4[C:30]([CH:31]=[C:21]3[NH:20][C:19]=2[C:18]([C:32]2[CH:41]=[CH:40][C:39]3[C:34](=[CH:35][CH:36]=[CH:37][CH:38]=3)[CH:33]=2)=[C:17]2[C:12]=1[CH:13]=[CH:14][CH:15]=[CH:16]2)=[CH:29][CH:28]=[CH:27][CH:26]=4.[C:42](O[Na])(C)(C)C.CI. Product: [CH:1]1[C:10]2[C:5](=[CH:6][CH:7]=[CH:8][CH:9]=2)[CH:4]=[CH:3][C:2]=1[C:11]1[C:24]2[CH:23]=[C:22]3[C:25]4[C:30]([CH:31]=[C:21]3[N:20]([CH3:42])[C:19]=2[C:18]([C:32]2[CH:41]=[CH:40][C:39]3[C:34](=[CH:35][CH:36]=[CH:37][CH:38]=3)[CH:33]=2)=[C:17]2[C:12]=1[CH:13]=[CH:14][CH:15]=[CH:16]2)=[CH:29][CH:28]=[CH:27][CH:26]=4. The catalyst class is: 1. (3) Reactant: [CH:1]1([C:4]([OH:6])=O)[CH2:3][CH2:2]1.[CH3:7][N:8](C(ON1N=NC2C=CC=NC1=2)=[N+](C)C)C.F[P-](F)(F)(F)(F)F.[Br:31][C:32]1[CH:33]=[C:34](NC)[CH:35]=[N:36][CH:37]=1.C(N(CC)C(C)C)(C)C. Product: [Br:31][C:32]1[CH:33]=[C:34]([CH2:7][NH:8][C:4]([CH:1]2[CH2:3][CH2:2]2)=[O:6])[CH:35]=[N:36][CH:37]=1. The catalyst class is: 3. (4) Reactant: [C:1]([OH:5])(=O)[CH2:2][OH:3].C1C=CC2N(O)N=NC=2C=1.C(Cl)CCl.Cl.[NH2:21][C@H:22]1[CH2:31][CH2:30][CH2:29][C:28]2[C:27]([C:32]3[S:36][C:35]([C:37]4[CH:38]=[CH:39][C:40]([O:45][CH:46]([CH3:48])[CH3:47])=[C:41]([CH:44]=4)[C:42]#[N:43])=[N:34][N:33]=3)=[CH:26][CH:25]=[CH:24][C:23]1=2. Product: [C:42]([C:41]1[CH:44]=[C:37]([C:35]2[S:36][C:32]([C:27]3[CH:26]=[CH:25][CH:24]=[C:23]4[C:28]=3[CH2:29][CH2:30][CH2:31][C@@H:22]4[NH:21][C:1](=[O:5])[CH2:2][OH:3])=[N:33][N:34]=2)[CH:38]=[CH:39][C:40]=1[O:45][CH:46]([CH3:48])[CH3:47])#[N:43]. The catalyst class is: 3. (5) Reactant: Cl.[NH2:2][C@@H:3]([CH2:9][CH:10]([CH3:12])[CH3:11])[C:4]([O:6][CH2:7][CH3:8])=[O:5].C(N(C(C)C)C(C)C)C.[C:22]([C:25]1[N:30]=[C:29]([C:31]2[CH:36]=[CH:35][C:34]([C:37]3[CH:42]=[CH:41][C:40]([CH2:43][C:44](O)=[O:45])=[CH:39][C:38]=3[Cl:47])=[CH:33][CH:32]=2)[C:28]([CH3:48])=[N:27][C:26]=1[CH3:49])(=[O:24])[NH2:23].Cl.CN(C)CCCN=C=NCC.N1(O)C2C=CC=CC=2N=N1. Product: [C:22]([C:25]1[N:30]=[C:29]([C:31]2[CH:36]=[CH:35][C:34]([C:37]3[CH:42]=[CH:41][C:40]([CH2:43][C:44]([NH:2][C@@H:3]([CH2:9][CH:10]([CH3:11])[CH3:12])[C:4]([O:6][CH2:7][CH3:8])=[O:5])=[O:45])=[CH:39][C:38]=3[Cl:47])=[CH:33][CH:32]=2)[C:28]([CH3:48])=[N:27][C:26]=1[CH3:49])(=[O:24])[NH2:23]. The catalyst class is: 31. (6) Reactant: Cl[C:2]1[C:7]([C:8]#[N:9])=[CH:6][N:5]=[CH:4][CH:3]=1.O.[NH2:11][NH2:12]. Product: [NH:11]1[C:2]2[CH:3]=[CH:4][N:5]=[CH:6][C:7]=2[C:8]([NH2:9])=[N:12]1. The catalyst class is: 40. (7) Product: [Cl:1][C:2]1[CH:11]=[CH:10][C:9]([O:12][CH2:13][CH:14]([F:15])[F:16])=[CH:8][C:3]=1[C:4]([OH:6])=[O:5]. The catalyst class is: 5. Reactant: [Cl:1][C:2]1[CH:11]=[CH:10][C:9]([O:12][CH2:13][CH:14]([F:16])[F:15])=[CH:8][C:3]=1[C:4]([O:6]C)=[O:5].[OH-].[Li+].Cl. (8) Product: [C:37]([N:25]1[CH2:26][CH2:27][C:28]2[C:20]([C:18]([N:15]3[CH2:16][CH2:17][CH:12]([N:8]4[CH2:9][CH2:10][CH2:11][C:5]5([C:4](=[O:35])[O:3][C:2]([CH3:1])([CH3:36])[CH2:6]5)[CH2:7]4)[CH2:13][CH2:14]3)=[O:19])=[C:21]([NH:29][C:30]([NH:32][CH2:33][CH3:34])=[O:31])[S:22][C:23]=2[CH2:24]1)(=[O:39])[CH3:38]. The catalyst class is: 17. Reactant: [CH3:1][C:2]1([CH3:36])[CH2:6][C:5]2([CH2:11][CH2:10][CH2:9][N:8]([CH:12]3[CH2:17][CH2:16][N:15]([C:18]([C:20]4[C:28]5[CH2:27][CH2:26][NH:25][CH2:24][C:23]=5[S:22][C:21]=4[NH:29][C:30]([NH:32][CH2:33][CH3:34])=[O:31])=[O:19])[CH2:14][CH2:13]3)[CH2:7]2)[C:4](=[O:35])[O:3]1.[C:37](OC(=O)C)(=[O:39])[CH3:38]. (9) Product: [CH2:20]([N:12]1[C:13]2[C:18](=[CH:17][C:16]([CH3:19])=[CH:15][CH:14]=2)[C:10]([OH:9])([CH2:23][C:24]2[CH:29]=[C:28]([O:30][CH3:31])[C:27]([O:32][CH3:33])=[C:26]([O:34][CH3:35])[CH:25]=2)[C:11]1=[O:22])[CH3:21]. The catalyst class is: 5. Reactant: C([O:9][C:10]1([CH2:23][C:24]2[CH:29]=[C:28]([O:30][CH3:31])[C:27]([O:32][CH3:33])=[C:26]([O:34][CH3:35])[CH:25]=2)[C:18]2[C:13](=[CH:14][CH:15]=[C:16]([CH3:19])[CH:17]=2)[N:12]([CH2:20][CH3:21])[C:11]1=[O:22])(=O)C1C=CC=CC=1.O.[OH-].[K+].C(O)(=O)C. (10) Reactant: [F:1][C:2]1([F:33])[O:6][C:5]2[CH:7]=[CH:8][C:9]([C:11]3([C:14]([NH:16][C:17]4[N:22]=[C:21]([C:23]5[C:24]([O:30]C)=[N:25][CH:26]=[C:27]([CH3:29])[CH:28]=5)[CH:20]=[C:19]([CH3:32])[CH:18]=4)=[O:15])[CH2:13][CH2:12]3)=[CH:10][C:4]=2[O:3]1.[Si](I)(C)(C)C.CO. Product: [F:33][C:2]1([F:1])[O:6][C:5]2[CH:7]=[CH:8][C:9]([C:11]3([C:14]([NH:16][C:17]4[N:22]=[C:21]([C:23]5[C:24]([OH:30])=[N:25][CH:26]=[C:27]([CH3:29])[CH:28]=5)[CH:20]=[C:19]([CH3:32])[CH:18]=4)=[O:15])[CH2:13][CH2:12]3)=[CH:10][C:4]=2[O:3]1. The catalyst class is: 23.